From a dataset of Forward reaction prediction with 1.9M reactions from USPTO patents (1976-2016). Predict the product of the given reaction. (1) Given the reactants [C-:1]#[N:2].[K+].Br[CH2:5][CH2:6][CH2:7][CH2:8][C:9]([O:11][CH3:12])=[O:10], predict the reaction product. The product is: [C:1]([CH2:5][CH2:6][CH2:7][CH2:8][C:9]([O:11][CH3:12])=[O:10])#[N:2]. (2) The product is: [CH2:31]([N:28]1[CH:29]=[CH:30][C:25]([C:4]2[CH:5]=[CH:6][C:7]([O:8][C:9]3[CH:14]=[CH:13][N:12]=[C:11]([CH3:15])[CH:10]=3)=[C:2]([F:1])[CH:3]=2)=[C:26]([C:36]#[N:37])[C:27]1=[O:35])[CH2:32][CH2:33][CH3:34]. Given the reactants [F:1][C:2]1[CH:3]=[C:4](B(O)O)[CH:5]=[CH:6][C:7]=1[O:8][C:9]1[CH:14]=[CH:13][N:12]=[C:11]([CH3:15])[CH:10]=1.C([O-])(O)=O.[Na+].Br[C:25]1[CH:30]=[CH:29][N:28]([CH2:31][CH2:32][CH2:33][CH3:34])[C:27](=[O:35])[C:26]=1[C:36]#[N:37], predict the reaction product.